From a dataset of Full USPTO retrosynthesis dataset with 1.9M reactions from patents (1976-2016). Predict the reactants needed to synthesize the given product. (1) Given the product [Cl:1][C:2]1[CH:3]=[CH:4][C:5]([C:8]2[N:9]=[C:10]([CH2:13][O:14][C:15]3[CH:16]=[C:17]([CH2:21][NH2:22])[CH:18]=[CH:19][CH:20]=3)[S:11][CH:12]=2)=[CH:6][CH:7]=1, predict the reactants needed to synthesize it. The reactants are: [Cl:1][C:2]1[CH:7]=[CH:6][C:5]([C:8]2[N:9]=[C:10]([CH2:13][O:14][C:15]3[CH:16]=[C:17]([CH2:21][N:22]4C(=O)C5=CC=CC=C5C4=O)[CH:18]=[CH:19][CH:20]=3)[S:11][CH:12]=2)=[CH:4][CH:3]=1.O.NN. (2) Given the product [N+:23]([C:26]1[CH:31]=[CH:30][C:29]([S:32]([O:34][CH2:14][CH2:13][C:10]2[C:11]3[C:6](=[CH:5][CH:4]=[C:3]([O:2][CH3:1])[CH:12]=3)[CH:7]=[CH:8][CH:9]=2)(=[O:36])=[O:33])=[CH:28][CH:27]=1)([O-:25])=[O:24], predict the reactants needed to synthesize it. The reactants are: [CH3:1][O:2][C:3]1[CH:12]=[C:11]2[C:6]([CH:7]=[CH:8][CH:9]=[C:10]2[CH:13](O)[CH3:14])=[CH:5][CH:4]=1.C(N(CC)CC)C.[N+:23]([C:26]1[CH:31]=[CH:30][C:29]([S:32](Cl)(=[O:34])=[O:33])=[CH:28][CH:27]=1)([O-:25])=[O:24].[OH-:36].[Na+].